Task: Regression. Given two drug SMILES strings and cell line genomic features, predict the synergy score measuring deviation from expected non-interaction effect.. Dataset: NCI-60 drug combinations with 297,098 pairs across 59 cell lines (1) Drug 1: C1=CC(=CC=C1CC(C(=O)O)N)N(CCCl)CCCl.Cl. Drug 2: CC(C)CN1C=NC2=C1C3=CC=CC=C3N=C2N. Cell line: MALME-3M. Synergy scores: CSS=13.1, Synergy_ZIP=-2.34, Synergy_Bliss=3.10, Synergy_Loewe=-0.611, Synergy_HSA=0.115. (2) Drug 1: CC1=C(C=C(C=C1)NC2=NC=CC(=N2)N(C)C3=CC4=NN(C(=C4C=C3)C)C)S(=O)(=O)N.Cl. Drug 2: CCCS(=O)(=O)NC1=C(C(=C(C=C1)F)C(=O)C2=CNC3=C2C=C(C=N3)C4=CC=C(C=C4)Cl)F. Cell line: CCRF-CEM. Synergy scores: CSS=27.5, Synergy_ZIP=7.40, Synergy_Bliss=6.61, Synergy_Loewe=9.82, Synergy_HSA=7.31. (3) Drug 1: CC1CCC2CC(C(=CC=CC=CC(CC(C(=O)C(C(C(=CC(C(=O)CC(OC(=O)C3CCCCN3C(=O)C(=O)C1(O2)O)C(C)CC4CCC(C(C4)OC)OCCO)C)C)O)OC)C)C)C)OC. Drug 2: CC1CCCC2(C(O2)CC(NC(=O)CC(C(C(=O)C(C1O)C)(C)C)O)C(=CC3=CSC(=N3)C)C)C. Cell line: MALME-3M. Synergy scores: CSS=38.2, Synergy_ZIP=0.266, Synergy_Bliss=0.586, Synergy_Loewe=-1.91, Synergy_HSA=3.02. (4) Drug 1: CC1=CC2C(CCC3(C2CCC3(C(=O)C)OC(=O)C)C)C4(C1=CC(=O)CC4)C. Drug 2: CN(C)N=NC1=C(NC=N1)C(=O)N. Cell line: SF-295. Synergy scores: CSS=-8.36, Synergy_ZIP=-0.815, Synergy_Bliss=-10.4, Synergy_Loewe=-14.2, Synergy_HSA=-13.1. (5) Drug 1: C1CN1C2=NC(=NC(=N2)N3CC3)N4CC4. Drug 2: C1=CC(=CC=C1CCCC(=O)O)N(CCCl)CCCl. Cell line: SR. Synergy scores: CSS=65.6, Synergy_ZIP=-0.823, Synergy_Bliss=-1.21, Synergy_Loewe=-6.01, Synergy_HSA=0.815. (6) Drug 1: CC1=C2C(C(=O)C3(C(CC4C(C3C(C(C2(C)C)(CC1OC(=O)C(C(C5=CC=CC=C5)NC(=O)OC(C)(C)C)O)O)OC(=O)C6=CC=CC=C6)(CO4)OC(=O)C)OC)C)OC. Drug 2: C1=CC(=C2C(=C1NCCNCCO)C(=O)C3=C(C=CC(=C3C2=O)O)O)NCCNCCO. Cell line: 786-0. Synergy scores: CSS=70.5, Synergy_ZIP=1.95, Synergy_Bliss=2.19, Synergy_Loewe=5.72, Synergy_HSA=7.80. (7) Drug 2: CC1C(C(CC(O1)OC2CC(CC3=C2C(=C4C(=C3O)C(=O)C5=C(C4=O)C(=CC=C5)OC)O)(C(=O)CO)O)N)O.Cl. Drug 1: CN(C(=O)NC(C=O)C(C(C(CO)O)O)O)N=O. Synergy scores: CSS=43.5, Synergy_ZIP=-0.302, Synergy_Bliss=-3.23, Synergy_Loewe=-34.3, Synergy_HSA=-1.09. Cell line: NCI-H226. (8) Cell line: PC-3. Drug 1: C1C(C(OC1N2C=NC3=C(N=C(N=C32)Cl)N)CO)O. Synergy scores: CSS=15.2, Synergy_ZIP=-5.90, Synergy_Bliss=-1.33, Synergy_Loewe=-3.92, Synergy_HSA=-1.87. Drug 2: C1=NC2=C(N=C(N=C2N1C3C(C(C(O3)CO)O)F)Cl)N. (9) Drug 1: C(CCl)NC(=O)N(CCCl)N=O. Drug 2: C(CN)CNCCSP(=O)(O)O. Cell line: M14. Synergy scores: CSS=5.91, Synergy_ZIP=1.25, Synergy_Bliss=5.61, Synergy_Loewe=-3.38, Synergy_HSA=-1.12.